This data is from Reaction yield outcomes from USPTO patents with 853,638 reactions. The task is: Predict the reaction yield, written as a fraction of the theoretical maximum amount of product (1.0 means a 100% yield; for example, 0.34 means a 34% yield). The product is [Cl:59][C:27]1[CH:28]=[CH:29][CH:30]=[C:25]([Cl:24])[C:26]=1[NH:32][C:33](=[O:47])[NH:34][C:35]1[CH:40]=[CH:39][C:38]([CH2:41][C:42]([N:11]2[C@@H:7]([C:1]3[CH:2]=[CH:3][CH:4]=[CH:5][CH:6]=3)[CH2:8][CH2:9][C@H:10]2[CH2:12][O:13][C:14]2[CH:15]=[CH:16][C:17]([C:18]([O:20][CH3:21])=[O:19])=[CH:22][CH:23]=2)=[O:44])=[CH:37][C:36]=1[O:45][CH3:46]. The catalyst is CN(C=O)C. The yield is 0.900. The reactants are [C:1]1([C@@H:7]2[NH:11][C@H:10]([CH2:12][O:13][C:14]3[CH:23]=[CH:22][C:17]([C:18]([O:20][CH3:21])=[O:19])=[CH:16][CH:15]=3)[CH2:9][CH2:8]2)[CH:6]=[CH:5][CH:4]=[CH:3][CH:2]=1.[Cl:24][C:25]1[CH:30]=[C:29](Cl)[CH:28]=[CH:27][C:26]=1[NH:32][C:33](=[O:47])[NH:34][C:35]1[CH:40]=[CH:39][C:38]([CH2:41][C:42]([OH:44])=O)=[CH:37][C:36]=1[O:45][CH3:46].CCN=C=NCCCN(C)C.[ClH:59].O.